This data is from Reaction yield outcomes from USPTO patents with 853,638 reactions. The task is: Predict the reaction yield, written as a fraction of the theoretical maximum amount of product (1.0 means a 100% yield; for example, 0.34 means a 34% yield). (1) The reactants are [NH2:1][C:2]1[C:7]2=[C:8]([C:24]3[CH:25]=[CH:26][C:27]4[C:31]([CH:32]=3)=[N:30][N:29]([CH2:33][C:34]3[CH:39]=[CH:38][CH:37]=[CH:36][CH:35]=3)[CH:28]=4)[CH:9]=[C:10]([C:11]3[CH2:12][CH2:13][N:14](C(OC(C)(C)C)=O)[CH2:15][CH:16]=3)[N:6]2[N:5]=[CH:4][N:3]=1.Cl. The catalyst is CO.O1CCOCC1. The product is [CH2:33]([N:29]1[CH:28]=[C:27]2[C:31]([CH:32]=[C:24]([C:8]3[CH:9]=[C:10]([C:11]4[CH2:12][CH2:13][NH:14][CH2:15][CH:16]=4)[N:6]4[C:7]=3[C:2]([NH2:1])=[N:3][CH:4]=[N:5]4)[CH:25]=[CH:26]2)=[N:30]1)[C:34]1[CH:35]=[CH:36][CH:37]=[CH:38][CH:39]=1. The yield is 0.960. (2) The reactants are [OH:1][C:2]1[C:7]2[C@@:8]3([OH:45])[C@@:21]([O:25][CH3:26])([C@H:22]([OH:24])[CH2:23][C:6]=2[CH:5]=[C:4]([CH3:46])[C:3]=1[C:47](O)=[O:48])[C:20](=[O:27])[C:19]1[C:10](=[CH:11][C:12]2[C:13](=[O:43])[C:14]([NH:30][CH:31]4[C@H:36]([O:37][CH3:38])[C@H:35]([OH:39])[C@@H:34]([O:40][CH3:41])[C@H:33]([CH3:42])[O:32]4)=[CH:15][C:16](=[O:29])[C:17]=2[C:18]=1[OH:28])[C:9]3=[O:44].O.O[N:52]1C2C=CC=CC=2N=N1.N. The catalyst is C1COCC1. The product is [OH:1][C:2]1[C:7]2[C:8]3([OH:45])[C:21]([O:25][CH3:26])([CH:22]([OH:24])[CH2:23][C:6]=2[CH:5]=[C:4]([CH3:46])[C:3]=1[C:47]([NH2:52])=[O:48])[C:20](=[O:27])[C:19]1[C:10](=[CH:11][C:12]2[C:13](=[O:43])[C:14]([NH:30][C@@H:31]4[CH:36]([O:37][CH3:38])[C@H:35]([OH:39])[C@@H:34]([O:40][CH3:41])[C@H:33]([CH3:42])[O:32]4)=[CH:15][C:16](=[O:29])[C:17]=2[C:18]=1[OH:28])[C:9]3=[O:44]. The yield is 0.150. (3) The reactants are Cl.[F:2][C:3]1[CH:4]=[CH:5][C:6]([O:11][C:12]2[CH:13]=[C:14]3[C:18](=[CH:19][CH:20]=2)[N:17]([CH3:21])[N:16]=[CH:15]3)=[C:7]([CH:10]=1)[CH2:8][NH2:9].C(N(C(C)C)CC)(C)C.[C:31]([O:35][C:36](O[C:36]([O:35][C:31]([CH3:34])([CH3:33])[CH3:32])=[O:37])=[O:37])([CH3:34])([CH3:33])[CH3:32]. The catalyst is C(Cl)Cl.C(OCC)(=O)C. The product is [C:31]([O:35][C:36](=[O:37])[NH:9][CH2:8][C:7]1[CH:10]=[C:3]([F:2])[CH:4]=[CH:5][C:6]=1[O:11][C:12]1[CH:13]=[C:14]2[C:18](=[CH:19][CH:20]=1)[N:17]([CH3:21])[N:16]=[CH:15]2)([CH3:34])([CH3:33])[CH3:32]. The yield is 0.930. (4) The reactants are [NH:1]1[CH2:6][CH2:5][CH:4]([C:7]2[CH:12]=[CH:11][C:10]([S:13]([NH:16][C:17]3[S:18][CH:19]=[CH:20][N:21]=3)(=[O:15])=[O:14])=[CH:9][CH:8]=2)[CH2:3][CH2:2]1.[Cl:22][C:23]1[CH:24]=[C:25]2[CH:31]=[CH:30][N:29]([CH2:32][C:33](O)=[O:34])[C:26]2=[N:27][CH:28]=1.CN(C(ON1N=NC2C=CC=NC1=2)=[N+](C)C)C.F[P-](F)(F)(F)(F)F.CCN(C(C)C)C(C)C. The catalyst is C1COCC1. The product is [Cl:22][C:23]1[CH:24]=[C:25]2[CH:31]=[CH:30][N:29]([CH2:32][C:33]([N:1]3[CH2:2][CH2:3][CH:4]([C:7]4[CH:8]=[CH:9][C:10]([S:13]([NH:16][C:17]5[S:18][CH:19]=[CH:20][N:21]=5)(=[O:14])=[O:15])=[CH:11][CH:12]=4)[CH2:5][CH2:6]3)=[O:34])[C:26]2=[N:27][CH:28]=1. The yield is 0.460.